Task: Predict the reaction yield, written as a fraction of the theoretical maximum amount of product (1.0 means a 100% yield; for example, 0.34 means a 34% yield).. Dataset: Reaction yield outcomes from USPTO patents with 853,638 reactions (1) The reactants are [C:1]([C:5]1[CH:9]=[C:8]([C:10]([CH3:13])([CH3:12])[CH3:11])[NH:7][N:6]=1)([CH3:4])([CH3:3])[CH3:2].[H-].[Na+].Cl[CH2:17][C:18]1[CH:39]=[CH:38][C:21]([CH2:22][O:23][C:24]2[CH:29]=[CH:28][C:27]([CH2:30][CH2:31][C:32]([O:34][CH2:35][CH3:36])=[O:33])=[C:26]([F:37])[CH:25]=2)=[CH:20][CH:19]=1.O. The yield is 0.570. The catalyst is CN(C)C=O. The product is [C:1]([C:5]1[CH:9]=[C:8]([C:10]([CH3:13])([CH3:12])[CH3:11])[N:7]([CH2:17][C:18]2[CH:19]=[CH:20][C:21]([CH2:22][O:23][C:24]3[CH:29]=[CH:28][C:27]([CH2:30][CH2:31][C:32]([O:34][CH2:35][CH3:36])=[O:33])=[C:26]([F:37])[CH:25]=3)=[CH:38][CH:39]=2)[N:6]=1)([CH3:4])([CH3:3])[CH3:2]. (2) The reactants are [NH2:1][C:2]1[N:7]=[C:6]([NH2:8])[C:5]([N:9]2[CH2:14][CH2:13][N:12]([C:15]3[CH:22]=[CH:21][C:18]([CH:19]=O)=[CH:17][CH:16]=3)[CH2:11][CH2:10]2)=[C:4]([CH3:23])[N:3]=1.[NH2:24][O:25][CH2:26][CH2:27][NH2:28].[ClH:29].Cl. The catalyst is C(O)C. The product is [ClH:29].[ClH:29].[NH2:28][CH2:27][CH2:26][O:25][N:24]=[CH:19][C:18]1[CH:17]=[CH:16][C:15]([N:12]2[CH2:11][CH2:10][N:9]([C:5]3[C:6]([NH2:8])=[N:7][C:2]([NH2:1])=[N:3][C:4]=3[CH3:23])[CH2:14][CH2:13]2)=[CH:22][CH:21]=1. The yield is 0.630.